Dataset: Full USPTO retrosynthesis dataset with 1.9M reactions from patents (1976-2016). Task: Predict the reactants needed to synthesize the given product. (1) Given the product [CH3-:1].[CH3:1][C:2]1[C:7]([CH3:8])=[CH:6][C:5]2[N:9]([C@H:12]3[O:16][C@H:15]([CH2:17][OH:18])[C@@H:14]([O:19][P:20]([O:23][CH:24]([CH2:26][NH:27][C:28]([CH2:30][CH2:31][C@@:32]4([CH3:89])[C:48]5=[N:49][C@@H:34]([C@:35]6([CH3:84])[N-:73][C:38](=[C:39]([CH3:72])[C:40]7[C@:61]([CH2:63][C:64]([NH2:66])=[O:65])([CH3:62])[C@H:60]([CH2:67][CH2:68][C:69]([NH2:71])=[O:70])[C:42](=[CH:43][C:44]8[C:52]([CH3:54])([CH3:53])[C@H:51]([CH2:55][CH2:56][C:57]([NH2:59])=[O:58])[C:46](=[C:47]5[CH3:50])[N:45]=8)[N:41]=7)[C@@H:37]([CH2:74][CH2:75][C:76]([NH2:78])=[O:77])[C@@:36]6([CH2:80][C:81]([NH2:83])=[O:82])[CH3:79])[C@@H:33]4[CH2:85][C:86]([NH2:88])=[O:87])=[O:29])[CH3:25])([O-:22])=[O:21])[C@H:13]3[OH:90])[CH:10]=[N:11][C:4]=2[CH:3]=1.[Co+3:93], predict the reactants needed to synthesize it. The reactants are: [CH3:1][C:2]1[C:7]([CH3:8])=[CH:6][C:5]2[N:9]([C@H:12]3[O:16][C@H:15]([CH2:17][OH:18])[C@@H:14]([O:19][P:20]([O:23][C@@H:24]([CH2:26][NH:27][C:28]([CH2:30][CH2:31][C@@:32]4([CH3:89])[C:48]5=[N:49][C@@H:34]([C@:35]6([CH3:84])[N-:73][C:38](=[C:39]([CH3:72])[C:40]7[C@:61]([CH2:63][C:64]([NH2:66])=[O:65])([CH3:62])[C@H:60]([CH2:67][CH2:68][C:69]([NH2:71])=[O:70])[C:42](=[CH:43][C:44]8[C:52]([CH3:54])([CH3:53])[C@H:51]([CH2:55][CH2:56][C:57]([NH2:59])=[O:58])[C:46](=[C:47]5[CH3:50])[N:45]=8)[N:41]=7)[C@@H:37]([CH2:74][CH2:75][C:76]([NH2:78])=[O:77])[C@@:36]6([CH2:80][C:81]([NH2:83])=[O:82])[CH3:79])[C@@H:33]4[CH2:85][C:86]([NH2:88])=[O:87])=[O:29])[CH3:25])([O-:22])=[O:21])[C@H:13]3[OH:90])[CH:10]=[N:11][C:4]=2[CH:3]=1.[C-]#N.[Co+3:93].[I-].C[S+](C)(C)=O.[BH4-].[Na+].[OH-].[Na+]. (2) Given the product [CH2:45]([O:52][C:53](=[O:54])[NH:55][C@H:56]([C:57](=[O:58])[NH:7][CH:8]([C:14](=[O:36])[NH:15][C@@H:16]([CH2:29][C:30]1[CH:35]=[CH:34][CH:33]=[CH:32][CH:31]=1)[CH:17]([C:19](=[O:28])[NH:20][CH2:21][C:22]1[CH:27]=[CH:26][CH:25]=[CH:24][CH:23]=1)[OH:18])[CH2:9][C:10]([F:12])([F:13])[F:11])[CH3:60])[C:46]1[CH:51]=[CH:50][CH:49]=[CH:48][CH:47]=1, predict the reactants needed to synthesize it. The reactants are: C(OC(=O)[NH:7][C@H:8]([C:14](=[O:36])[NH:15][C@@H:16]([CH2:29][C:30]1[CH:35]=[CH:34][CH:33]=[CH:32][CH:31]=1)[CH:17]([C:19](=[O:28])[NH:20][CH2:21][C:22]1[CH:27]=[CH:26][CH:25]=[CH:24][CH:23]=1)[OH:18])[CH2:9][C:10]([F:13])([F:12])[F:11])(C)(C)C.C(O)(C(F)(F)F)=O.[CH2:45]([O:52][C:53]([NH:55][C@@H:56]([CH3:60])[C:57](O)=[O:58])=[O:54])[C:46]1[CH:51]=[CH:50][CH:49]=[CH:48][CH:47]=1.CN(C(ON1N=NC2C=CC=NC1=2)=[N+](C)C)C.F[P-](F)(F)(F)(F)F.C(N(CC)C(C)C)(C)C.